Task: Predict the reaction yield, written as a fraction of the theoretical maximum amount of product (1.0 means a 100% yield; for example, 0.34 means a 34% yield).. Dataset: Reaction yield outcomes from USPTO patents with 853,638 reactions (1) The reactants are [H][H].[CH2:3]([NH2:5])[CH3:4].[CH2:6]([O:13][C:14]1[N:22]=[C:21]2[C:17]([N:18]=[CH:19][N:20]2[C@@H:23]2[O:35][C@H:34]([CH2:36][O:37]C(=O)C)[C@@H:29]([O:30]C(=O)C)[C@H:24]2[O:25]C(=O)C)=[C:16](Cl)[N:15]=1)[C:7]1[CH:12]=[CH:11][CH:10]=[CH:9][CH:8]=1. No catalyst specified. The product is [CH2:6]([O:13][C:14]1[N:15]=[C:16]([NH:5][CH2:3][CH3:4])[C:17]2[N:18]=[CH:19][N:20]([C:21]=2[N:22]=1)[C@@H:23]1[O:35][C@H:34]([CH2:36][OH:37])[C@@H:29]([OH:30])[C@H:24]1[OH:25])[C:7]1[CH:8]=[CH:9][CH:10]=[CH:11][CH:12]=1. The yield is 0.400. (2) The reactants are [CH2:1]([O:8][C:9]([NH:11][C@H:12]([CH3:18])[C:13](=[O:17])SCC)=[O:10])[C:2]1[CH:7]=[CH:6][CH:5]=[CH:4][CH:3]=1.C([SiH](CC)CC)C. The catalyst is [Pd].CC(C)=O. The product is [CH3:18][C@@H:12]([NH:11][C:9](=[O:10])[O:8][CH2:1][C:2]1[CH:7]=[CH:6][CH:5]=[CH:4][CH:3]=1)[CH:13]=[O:17]. The yield is 0.950. (3) The reactants are [Br:1][C:2]1[CH:7]=[CH:6][C:5]([N+:8]([O-:10])=[O:9])=[C:4](F)[CH:3]=1.Cl.[NH2:13][C@@H:14]([CH2:19][C:20]([O:22][CH3:23])=[O:21])[C:15]([O:17][CH3:18])=[O:16].CCN(C(C)C)C(C)C.O. The catalyst is CS(C)=O. The product is [Br:1][C:2]1[CH:7]=[CH:6][C:5]([N+:8]([O-:10])=[O:9])=[C:4]([NH:13][C@@H:14]([CH2:19][C:20]([O:22][CH3:23])=[O:21])[C:15]([O:17][CH3:18])=[O:16])[CH:3]=1. The yield is 0.510. (4) The reactants are [CH2:1]([O:3][C:4]([C:6]1[C:15](=[O:16])[C:14]2[C:9](=[C:10](Br)[CH:11]=[CH:12][C:13]=2[O:17][CH3:18])[NH:8][CH:7]=1)=[O:5])[CH3:2].C([O-])(=O)C.[Na+]. The catalyst is C(O)(=O)C.[Pd]. The product is [CH2:1]([O:3][C:4]([C:6]1[C:15](=[O:16])[C:14]2[C:9](=[CH:10][CH:11]=[CH:12][C:13]=2[O:17][CH3:18])[NH:8][CH:7]=1)=[O:5])[CH3:2]. The yield is 0.570. (5) The reactants are Cl[C:2]1[CH:3]=[CH:4][C:5]2[C:6](=[N:8][N:9]([CH3:11])[CH:10]=2)[N:7]=1.[CH2:12]1[C:21]2[C:16](=[CH:17][CH:18]=[CH:19][CH:20]=2)[CH2:15][CH2:14][N:13]1[CH2:22][CH:23]([OH:41])[CH2:24][O:25][C:26]1[CH:31]=[CH:30][CH:29]=[C:28](B2OC(C)(C)C(C)(C)O2)[CH:27]=1.C([O-])([O-])=O.[K+].[K+]. The catalyst is O1CCOCC1.O.C1C=CC(P(C2C=CC=CC=2)[C-]2C=CC=C2)=CC=1.C1C=CC(P(C2C=CC=CC=2)[C-]2C=CC=C2)=CC=1.Cl[Pd]Cl.[Fe+2]. The product is [CH2:12]1[C:21]2[C:16](=[CH:17][CH:18]=[CH:19][CH:20]=2)[CH2:15][CH2:14][N:13]1[CH2:22][CH:23]([OH:41])[CH2:24][O:25][C:26]1[CH:31]=[CH:30][CH:29]=[C:28]([C:2]2[CH:3]=[CH:4][C:5]3[C:6](=[N:8][N:9]([CH3:11])[CH:10]=3)[N:7]=2)[CH:27]=1. The yield is 0.0240. (6) The catalyst is O1CCCC1. The reactants are [C:1]([C:5]1[CH:10]=[C:9]([Cl:11])[CH:8]=[CH:7][C:6]=1[N:12]1[CH2:17][CH2:16][N:15]([C:18](=[O:25])[CH2:19][C:20]([O:22]CC)=[O:21])[CH2:14][CH2:13]1)([CH3:4])([CH3:3])[CH3:2].[Li+].[OH-].Cl. The product is [C:1]([C:5]1[CH:10]=[C:9]([Cl:11])[CH:8]=[CH:7][C:6]=1[N:12]1[CH2:13][CH2:14][N:15]([C:18](=[O:25])[CH2:19][C:20]([OH:22])=[O:21])[CH2:16][CH2:17]1)([CH3:4])([CH3:2])[CH3:3]. The yield is 0.980. (7) The catalyst is CO.[OH-].[OH-].[Pd+2]. The reactants are C([O:8][C@H:9]([CH3:44])[C:10]([NH:12][C:13]1[CH:18]=[C:17]([O:19][C:20]2[C:25]([F:26])=[CH:24][C:23]([NH:27][C:28]([C:30]3([C:33]([NH:35][C:36]4[CH:41]=[CH:40][C:39]([F:42])=[CH:38][CH:37]=4)=[O:34])[CH2:32][CH2:31]3)=[O:29])=[C:22]([F:43])[CH:21]=2)[CH:16]=[CH:15][N:14]=1)=[O:11])C1C=CC=CC=1. The product is [F:43][C:22]1[CH:21]=[C:20]([O:19][C:17]2[CH:16]=[CH:15][N:14]=[C:13]([NH:12][C:10](=[O:11])[C@H:9]([OH:8])[CH3:44])[CH:18]=2)[C:25]([F:26])=[CH:24][C:23]=1[NH:27][C:28]([C:30]1([C:33]([NH:35][C:36]2[CH:37]=[CH:38][C:39]([F:42])=[CH:40][CH:41]=2)=[O:34])[CH2:32][CH2:31]1)=[O:29]. The yield is 0.117.